From a dataset of Catalyst prediction with 721,799 reactions and 888 catalyst types from USPTO. Predict which catalyst facilitates the given reaction. (1) Reactant: [OH:1][C@@H:2]1[CH2:7][CH2:6][N:5](C(OCC2C=CC=CC=2)=O)[CH2:4][C@H:3]1[NH:18][C:19]([C:21]1[S:22][CH:23]=[CH:24][N:25]=1)=[O:20].[Si](I)(C)(C)C.O. Product: [OH:1][C@@H:2]1[CH2:7][CH2:6][NH:5][CH2:4][C@H:3]1[NH:18][C:19]([C:21]1[S:22][CH:23]=[CH:24][N:25]=1)=[O:20]. The catalyst class is: 23. (2) Reactant: C(N(CC)CC)C.[Cl:8][CH2:9][C:10]([CH3:15])([CH3:14])[C:11](Cl)=[O:12].[CH3:16][O:17][C:18]1[CH:19]=[C:20]2[C:25](=[C:26]3[CH2:30][C:29]([CH3:32])([CH3:31])[O:28][C:27]=13)[C:24]([C:33]1[CH:34]=[C:35]([NH2:39])[CH:36]=[CH:37][CH:38]=1)=[N:23][C:22]([CH3:41])([CH3:40])[CH2:21]2. Product: [Cl:8][CH2:9][C:10]([CH3:15])([CH3:14])[C:11]([NH:39][C:35]1[CH:36]=[CH:37][CH:38]=[C:33]([C:24]2[C:25]3[C:20](=[CH:19][C:18]([O:17][CH3:16])=[C:27]4[O:28][C:29]([CH3:31])([CH3:32])[CH2:30][C:26]4=3)[CH2:21][C:22]([CH3:41])([CH3:40])[N:23]=2)[CH:34]=1)=[O:12]. The catalyst class is: 7. (3) Reactant: [Cl:1]N1C(=O)CCC1=O.C(O)(=O)C.C(OOC(=O)C1C=CC=CC=1)(=O)C1C=CC=CC=1.[F:31][C:32]1[CH:37]=[C:36]([CH3:38])[CH:35]=[CH:34][N:33]=1. Product: [Cl:1][CH2:38][C:36]1[CH:35]=[CH:34][N:33]=[C:32]([F:31])[CH:37]=1. The catalyst class is: 47. (4) Reactant: [C:1]([O:5][C:6](=[O:29])[N:7]([CH2:9][CH2:10][O:11][CH2:12][CH2:13][N:14](CC1C=CC=CC=1)CC1C=CC=CC=1)[CH3:8])([CH3:4])([CH3:3])[CH3:2]. Product: [C:1]([O:5][C:6](=[O:29])[N:7]([CH2:9][CH2:10][O:11][CH2:12][CH2:13][NH2:14])[CH3:8])([CH3:4])([CH3:2])[CH3:3]. The catalyst class is: 19. (5) Reactant: C([O:3][C:4]([C:6]1[C:14]2[CH2:13][CH2:12][N:11]([C:15]3[CH:20]=[CH:19][C:18]([N:21]4[CH2:26][CH2:25][CH2:24][CH2:23][C:22]4=[O:27])=[CH:17][CH:16]=3)[C:10](=[O:28])[C:9]=2[N:8]([C:29]2[CH:34]=[CH:33][C:32]([O:35][CH3:36])=[CH:31][CH:30]=2)[N:7]=1)=O)C.C([NH2:39])=O.C[O-].[Na+].O. Product: [CH3:36][O:35][C:32]1[CH:33]=[CH:34][C:29]([N:8]2[N:7]=[C:6]([C:4]([NH2:39])=[O:3])[C:14]3[CH2:13][CH2:12][N:11]([C:15]4[CH:20]=[CH:19][C:18]([N:21]5[C:22](=[O:27])[CH2:23][CH2:24][CH2:25][CH2:26]5)=[CH:17][CH:16]=4)[C:10](=[O:28])[C:9]2=3)=[CH:30][CH:31]=1. The catalyst class is: 16. (6) Reactant: [F:1][C:2]1[CH:7]=[CH:6][C:5]([NH2:8])=[C:4]([CH3:9])[CH:3]=1.[Br:10][C:11]1[CH:12]=[C:13]([CH:16]=[CH:17][CH:18]=1)[CH:14]=O.[CH2:19]=[C:20]([CH3:22])[CH3:21].FC(F)(F)S([O-])(=O)=O.[Yb+3].FC(F)(F)S([O-])(=O)=O.FC(F)(F)S([O-])(=O)=O. Product: [Br:10][C:11]1[CH:12]=[C:13]([CH:14]2[CH2:19][C:20]([CH3:22])([CH3:21])[C:6]3[C:5](=[C:4]([CH3:9])[CH:3]=[C:2]([F:1])[CH:7]=3)[NH:8]2)[CH:16]=[CH:17][CH:18]=1. The catalyst class is: 115.